This data is from Full USPTO retrosynthesis dataset with 1.9M reactions from patents (1976-2016). The task is: Predict the reactants needed to synthesize the given product. (1) Given the product [F:1][C:2]1[CH:32]=[CH:31][C:5]([CH2:6][N:7]2[C:11]3[CH:12]=[N:13][C:14]4[C:15](=[O:29])[N:16]([O:20][CH2:21][O:22][CH2:23][CH2:24][Si:25]([CH3:28])([CH3:27])[CH3:26])[CH2:17][CH2:18][C:19]=4[C:10]=3[C:9]([C:35]#[C:34][CH2:33][N:36]3[CH2:41][CH2:40][O:39][CH2:38][CH2:37]3)=[CH:8]2)=[CH:4][CH:3]=1, predict the reactants needed to synthesize it. The reactants are: [F:1][C:2]1[CH:32]=[CH:31][C:5]([CH2:6][N:7]2[C:11]3[CH:12]=[N:13][C:14]4[C:15](=[O:29])[N:16]([O:20][CH2:21][O:22][CH2:23][CH2:24][Si:25]([CH3:28])([CH3:27])[CH3:26])[CH2:17][CH2:18][C:19]=4[C:10]=3[C:9](I)=[CH:8]2)=[CH:4][CH:3]=1.[CH2:33]([N:36]1[CH2:41][CH2:40][O:39][CH2:38][CH2:37]1)[C:34]#[CH:35].C(N(CC)CC)C. (2) Given the product [CH3:22][C:2]1[C:10]2[C:5](=[CH:6][C:7]([N+:11]([O-:13])=[O:12])=[CH:8][CH:9]=2)[N:4]([CH2:14][O:15][CH2:16][CH2:17][Si:18]([CH3:21])([CH3:20])[CH3:19])[N:3]=1, predict the reactants needed to synthesize it. The reactants are: I[C:2]1[C:10]2[C:5](=[CH:6][C:7]([N+:11]([O-:13])=[O:12])=[CH:8][CH:9]=2)[N:4]([CH2:14][O:15][CH2:16][CH2:17][Si:18]([CH3:21])([CH3:20])[CH3:19])[N:3]=1.[CH3:22]B(O)O.O1CCCC1.P([O-])([O-])([O-])=O.[K+].[K+].[K+]. (3) Given the product [Br:9][CH2:10][CH2:11][C:12]([N:6]1[CH:7]=[CH:8][C:3](=[O:2])[CH2:4][CH:5]1[C:20]1[CH:21]=[CH:22][C:17]([F:16])=[CH:18][CH:19]=1)=[O:13], predict the reactants needed to synthesize it. The reactants are: C[O:2][C:3]1[CH:8]=[CH:7][N:6]=[CH:5][CH:4]=1.[Br:9][CH2:10][CH2:11][C:12](Cl)=[O:13].Cl.[F:16][C:17]1[CH:22]=[CH:21][C:20]([Mg]Br)=[CH:19][CH:18]=1.